From a dataset of Full USPTO retrosynthesis dataset with 1.9M reactions from patents (1976-2016). Predict the reactants needed to synthesize the given product. (1) Given the product [Br:1][C:2]1[CH:10]=[C:9]([C:11]([F:12])([F:13])[F:14])[CH:8]=[C:7]2[C:3]=1[CH:4]=[CH:5][N:6]2[CH:18]([CH3:20])[CH3:19], predict the reactants needed to synthesize it. The reactants are: [Br:1][C:2]1[CH:10]=[C:9]([C:11]([F:14])([F:13])[F:12])[CH:8]=[C:7]2[C:3]=1[CH:4]=[CH:5][NH:6]2.[H-].[Na+].Br[CH:18]([CH3:20])[CH3:19]. (2) Given the product [CH2:41]([O:35][C:32]([C:11]1([NH2:10])[CH2:16][CH2:15][CH2:14][N:13]([C:20]2[CH:25]=[CH:24][C:23]([C:26]3([C:29]([OH:31])=[O:30])[CH2:28][CH2:27]3)=[CH:22][CH:21]=2)[C:12]1=[O:17])=[O:33])[C:42]1[CH:51]=[CH:50][CH:45]=[CH:44][CH:43]=1, predict the reactants needed to synthesize it. The reactants are: C(OC(=O)[NH:10][CH:11]1[CH2:16][CH2:15][CH2:14][NH:13][C:12]1=[O:17])C1C=CC=CC=1.I[C:20]1[CH:25]=[CH:24][C:23]([C:26]2([C:29]([OH:31])=[O:30])[CH2:28][CH2:27]2)=[CH:22][CH:21]=1.[C:32]([O-:35])([O-])=[O:33].[K+].[K+].N1[C:51]2[C:42](=[CH:43][CH:44]=[C:45]3[C:50]=2N=CC=C3)[CH:41]=CC=1.